Dataset: Full USPTO retrosynthesis dataset with 1.9M reactions from patents (1976-2016). Task: Predict the reactants needed to synthesize the given product. (1) Given the product [Br:10][C:11]1[C:16]([O:17][CH2:2][C:3]2([CH2:7][O:8][CH3:9])[CH2:6][O:5][CH2:4]2)=[C:15]([O:18][CH3:19])[C:14]([O:20][CH3:21])=[CH:13][CH:12]=1, predict the reactants needed to synthesize it. The reactants are: Br[CH2:2][C:3]1([CH2:7][O:8][CH3:9])[CH2:6][O:5][CH2:4]1.[Br:10][C:11]1[C:16]([OH:17])=[C:15]([O:18][CH3:19])[C:14]([O:20][CH3:21])=[CH:13][CH:12]=1.C([O-])([O-])=O.[K+].[K+].O. (2) Given the product [CH2:1]([C:3]1[O:7][C:6]([C:8]([C:10]2[CH:15]=[CH:14][CH:13]=[C:12]([CH3:16])[N:11]=2)=[O:9])=[CH:5][CH:4]=1)[CH3:2], predict the reactants needed to synthesize it. The reactants are: [CH2:1]([C:3]1[O:7][C:6]([CH:8]([C:10]2[CH:15]=[CH:14][CH:13]=[C:12]([CH3:16])[N:11]=2)[OH:9])=[CH:5][CH:4]=1)[CH3:2]. (3) Given the product [C:1]([O:5][C:6]([N:8]1[CH2:12][CH2:11][C@@H:10]([O:13][CH3:14])[C@H:9]1[C:15](=[O:17])[NH:26][CH2:25][C:21]1[CH:22]=[CH:23][CH:24]=[C:19]([Cl:18])[C:20]=1[F:27])=[O:7])([CH3:2])([CH3:3])[CH3:4], predict the reactants needed to synthesize it. The reactants are: [C:1]([O:5][C:6]([N:8]1[CH2:12][CH2:11][C@@H:10]([O:13][CH3:14])[C@H:9]1[C:15]([OH:17])=O)=[O:7])([CH3:4])([CH3:3])[CH3:2].[Cl:18][C:19]1[C:20]([F:27])=[C:21]([CH2:25][NH2:26])[CH:22]=[CH:23][CH:24]=1.CN(C(ON1N=NC2C=CC=CC1=2)=[N+](C)C)C.F[P-](F)(F)(F)(F)F.CCN(C(C)C)C(C)C. (4) Given the product [Cl:1][C:2]1[N:7]=[C:6]([CH:8]([CH:10]2[CH2:12][CH2:11]2)[F:19])[CH:5]=[CH:4][N:3]=1, predict the reactants needed to synthesize it. The reactants are: [Cl:1][C:2]1[N:7]=[C:6]([CH:8]([CH:10]2[CH2:12][CH2:11]2)O)[CH:5]=[CH:4][N:3]=1.C(N(S(F)(F)[F:19])CC)C. (5) The reactants are: [OH:1][CH2:2][C@H:3]1[N:8]([C:9]([O:11][C:12]([CH3:15])([CH3:14])[CH3:13])=[O:10])[CH2:7][C@@H:6]([CH2:16][CH2:17][C:18]2[CH:23]=[CH:22][CH:21]=[CH:20][C:19]=2[NH:24][C:25](=[O:45])[C@H:26]([CH:32]([C:39]2[CH:44]=[CH:43][CH:42]=[CH:41][CH:40]=2)[C:33]2[CH:38]=[CH:37][CH:36]=[CH:35][CH:34]=2)[NH:27][C:28]([O:30][CH3:31])=[O:29])[O:5][CH2:4]1.C1C=C[NH+]=CC=1.C1C=C[NH+]=CC=1.[O-:58][Cr](O[Cr]([O-])(=O)=O)(=O)=O. Given the product [C:12]([O:11][C:9]([N:8]1[CH2:7][C@@H:6]([CH2:16][CH2:17][C:18]2[CH:23]=[CH:22][CH:21]=[CH:20][C:19]=2[NH:24][C:25](=[O:45])[C@H:26]([CH:32]([C:39]2[CH:44]=[CH:43][CH:42]=[CH:41][CH:40]=2)[C:33]2[CH:38]=[CH:37][CH:36]=[CH:35][CH:34]=2)[NH:27][C:28]([O:30][CH3:31])=[O:29])[O:5][CH2:4][C@H:3]1[C:2]([OH:58])=[O:1])=[O:10])([CH3:14])([CH3:15])[CH3:13], predict the reactants needed to synthesize it.